This data is from NCI-60 drug combinations with 297,098 pairs across 59 cell lines. The task is: Regression. Given two drug SMILES strings and cell line genomic features, predict the synergy score measuring deviation from expected non-interaction effect. (1) Drug 1: CC12CCC(CC1=CCC3C2CCC4(C3CC=C4C5=CN=CC=C5)C)O. Drug 2: C1=NNC2=C1C(=O)NC=N2. Cell line: RPMI-8226. Synergy scores: CSS=27.6, Synergy_ZIP=3.92, Synergy_Bliss=6.86, Synergy_Loewe=-45.2, Synergy_HSA=0.277. (2) Drug 1: CCCS(=O)(=O)NC1=C(C(=C(C=C1)F)C(=O)C2=CNC3=C2C=C(C=N3)C4=CC=C(C=C4)Cl)F. Drug 2: CC1=C(N=C(N=C1N)C(CC(=O)N)NCC(C(=O)N)N)C(=O)NC(C(C2=CN=CN2)OC3C(C(C(C(O3)CO)O)O)OC4C(C(C(C(O4)CO)O)OC(=O)N)O)C(=O)NC(C)C(C(C)C(=O)NC(C(C)O)C(=O)NCCC5=NC(=CS5)C6=NC(=CS6)C(=O)NCCC[S+](C)C)O. Cell line: SF-539. Synergy scores: CSS=-3.84, Synergy_ZIP=-5.26, Synergy_Bliss=-13.6, Synergy_Loewe=-25.3, Synergy_HSA=-13.4.